Dataset: Full USPTO retrosynthesis dataset with 1.9M reactions from patents (1976-2016). Task: Predict the reactants needed to synthesize the given product. (1) Given the product [CH3:3][O:4][CH2:5][CH2:6][O:7][C:9]1[N:10]=[CH:11][C:12]([C:15]([O:17][CH2:18][CH2:23][O:22][CH3:19])=[O:16])=[N:13][CH:14]=1, predict the reactants needed to synthesize it. The reactants are: [H-].[Na+].[CH3:3][O:4][CH2:5][CH2:6][OH:7].Cl[C:9]1[N:10]=[CH:11][C:12]([C:15]([O:17][CH3:18])=[O:16])=[N:13][CH:14]=1.[C:19]([OH:22])(=O)C.[CH3:23]N(C=O)C. (2) Given the product [C:1]([C:5]1[CH:6]=[CH:7][C:8]([CH:11]2[N:17]([C:30]([NH:29][C:23]3[CH:24]=[CH:25][C:26]([F:28])=[CH:27][C:22]=3[F:21])=[O:31])[CH2:16][CH2:15][CH2:14][N:13]3[CH:18]=[N:19][CH:20]=[C:12]23)=[CH:9][CH:10]=1)([CH3:4])([CH3:2])[CH3:3], predict the reactants needed to synthesize it. The reactants are: [C:1]([C:5]1[CH:10]=[CH:9][C:8]([CH:11]2[NH:17][CH2:16][CH2:15][CH2:14][N:13]3[CH:18]=[N:19][CH:20]=[C:12]23)=[CH:7][CH:6]=1)([CH3:4])([CH3:3])[CH3:2].[F:21][C:22]1[CH:27]=[C:26]([F:28])[CH:25]=[CH:24][C:23]=1[N:29]=[C:30]=[O:31]. (3) Given the product [Cl:7][C:8]1[C:15]([Cl:16])=[CH:14][CH:13]=[CH:12][C:9]=1[CH2:10][N:27]1[C:28](=[O:36])[C:29]([C:31]([O:33][CH2:34][CH3:35])=[O:32])=[CH:30][N:25]([C:22]2[CH:21]=[CH:20][C:19]([O:18][CH3:17])=[CH:24][CH:23]=2)[C:26]1=[O:37], predict the reactants needed to synthesize it. The reactants are: C(=O)([O-])[O-].[K+].[K+].[Cl:7][C:8]1[C:15]([Cl:16])=[CH:14][CH:13]=[CH:12][C:9]=1[CH2:10]Br.[CH3:17][O:18][C:19]1[CH:24]=[CH:23][C:22]([N:25]2[CH:30]=[C:29]([C:31]([O:33][CH2:34][CH3:35])=[O:32])[C:28](=[O:36])[NH:27][C:26]2=[O:37])=[CH:21][CH:20]=1.